Predict which catalyst facilitates the given reaction. From a dataset of Catalyst prediction with 721,799 reactions and 888 catalyst types from USPTO. (1) Product: [C:19]([O:18][C:16]([N:13]1[CH2:14][CH2:15][N:10]([CH2:9][C:8]2[CH:24]=[CH:25][C:5]([C:3]([OH:4])=[O:2])=[CH:6][C:7]=2[C:26]([F:28])([F:29])[F:27])[CH2:11][C@@H:12]1[CH3:23])=[O:17])([CH3:22])([CH3:20])[CH3:21]. Reactant: C[O:2][C:3]([C:5]1[CH:25]=[CH:24][C:8]([CH2:9][N:10]2[CH2:15][CH2:14][N:13]([C:16]([O:18][C:19]([CH3:22])([CH3:21])[CH3:20])=[O:17])[C@@H:12]([CH3:23])[CH2:11]2)=[C:7]([C:26]([F:29])([F:28])[F:27])[CH:6]=1)=[O:4].[OH-].[Na+]. The catalyst class is: 1. (2) Reactant: Br[CH2:2][C:3]([N:5]1[C:13]2[C:8](=[CH:9][C:10]([O:17][CH3:18])=[C:11]([N+:14]([O-])=O)[CH:12]=2)[CH2:7][CH2:6]1)=[O:4].C([O-])([O-])=O.[K+].[K+].[CH3:25][NH:26][CH2:27][CH2:28][O:29][CH3:30]. Product: [CH3:25][N:26]([CH2:2][C:3]([N:5]1[C:13]2[C:8](=[CH:9][C:10]([O:17][CH3:18])=[C:11]([NH2:14])[CH:12]=2)[CH2:7][CH2:6]1)=[O:4])[CH2:27][CH2:28][O:29][CH3:30]. The catalyst class is: 46. (3) Reactant: [C:1]([O:5][C:6](=[O:34])[NH:7][CH2:8][CH2:9][CH2:10][N:11]([C:25](=[O:33])[C:26]1[CH:31]=[CH:30][C:29]([CH3:32])=[CH:28][CH:27]=1)[CH:12]([C:15]1[NH:20][C:19](=[O:21])[C:18]2=[CH:22][CH:23]=[CH:24][N:17]2[N:16]=1)[CH2:13][CH3:14])([CH3:4])([CH3:3])[CH3:2].C(=O)([O-])[O-].[Cs+].[Cs+].[F:41][C:42]1[CH:49]=[CH:48][C:45]([CH2:46]Br)=[CH:44][CH:43]=1. Product: [C:1]([O:5][C:6](=[O:34])[NH:7][CH2:8][CH2:9][CH2:10][N:11]([CH:12]([C:15]1[N:20]([CH2:46][C:45]2[CH:48]=[CH:49][C:42]([F:41])=[CH:43][CH:44]=2)[C:19](=[O:21])[C:18]2=[CH:22][CH:23]=[CH:24][N:17]2[N:16]=1)[CH2:13][CH3:14])[C:25](=[O:33])[C:26]1[CH:27]=[CH:28][C:29]([CH3:32])=[CH:30][CH:31]=1)([CH3:2])([CH3:4])[CH3:3]. The catalyst class is: 155. (4) Reactant: [OH:1][C:2]1[CH:7]=[CH:6][C:5]([O:8][CH2:9][CH2:10][O:11][CH3:12])=[CH:4][C:3]=1[C:13](=O)[CH3:14].C(=O)([O-])[O-].[K+].[K+].Br[CH2:23][C:24](=[O:28])[CH:25]([CH3:27])[CH3:26]. Product: [CH3:12][O:11][CH2:10][CH2:9][O:8][C:5]1[CH:6]=[CH:7][C:2]2[O:1][C:23]([C:24](=[O:28])[CH:25]([CH3:27])[CH3:26])=[C:13]([CH3:14])[C:3]=2[CH:4]=1. The catalyst class is: 9. (5) Reactant: C([Sn](CCCC)(CCCC)[C:6]([O:8]CC)=[CH2:7])CCC.Br[C:20]1[CH:25]=[CH:24][C:23]([OH:26])=[C:22]([C:27]([N:29]2[CH2:37][C:36]3[C:31](=[CH:32][CH:33]=[CH:34][CH:35]=3)[CH2:30]2)=[O:28])[CH:21]=1. Product: [CH2:30]1[C:31]2[C:36](=[CH:35][CH:34]=[CH:33][CH:32]=2)[CH2:37][N:29]1[C:27]([C:22]1[CH:21]=[C:20]([C:6](=[O:8])[CH3:7])[CH:25]=[CH:24][C:23]=1[OH:26])=[O:28]. The catalyst class is: 755. (6) Reactant: [CH3:1][O:2][C:3]1[CH:43]=[CH:42][C:6]([CH2:7][N:8]2[CH2:28][C@@H:27]3[C:10]4([C:14](=[O:15])[N:13]([CH2:16][CH2:17][N:18]5[CH2:23][CH2:22][O:21][CH2:20][CH2:19]5)[C:12](=[O:24])[N:11]4[C@H:25]([C:29]4[C:38]5[C:33](=[CH:34][CH:35]=[CH:36][CH:37]=5)[C:32]([N:39]([CH3:41])[CH3:40])=[CH:31][CH:30]=4)[CH2:26]3)[CH2:9]2)=[CH:5][C:4]=1[N+:44]([O-])=O. Product: [NH2:44][C:4]1[CH:5]=[C:6]([CH:42]=[CH:43][C:3]=1[O:2][CH3:1])[CH2:7][N:8]1[CH2:28][C@@H:27]2[C:10]3([C:14](=[O:15])[N:13]([CH2:16][CH2:17][N:18]4[CH2:19][CH2:20][O:21][CH2:22][CH2:23]4)[C:12](=[O:24])[N:11]3[C@H:25]([C:29]3[C:38]4[C:33](=[CH:34][CH:35]=[CH:36][CH:37]=4)[C:32]([N:39]([CH3:41])[CH3:40])=[CH:31][CH:30]=3)[CH2:26]2)[CH2:9]1. The catalyst class is: 78. (7) Reactant: [OH:1][C:2]1[CH:6]=[C:5]([C:7]([F:10])([F:9])[F:8])[S:4][CH:3]=1.[CH3:11][C:12]1[C:13](S(C)(=O)=O)=[N:14][C:15]([CH2:18][NH:19][C:20]([CH:22]2[CH2:24][CH2:23]2)=[O:21])=[N:16][CH:17]=1.C([O-])([O-])=O.[K+].[K+].O. Product: [CH3:11][C:12]1[C:17]([O:1][C:2]2[CH:6]=[C:5]([C:7]([F:10])([F:9])[F:8])[S:4][CH:3]=2)=[N:16][C:15]([CH2:18][NH:19][C:20]([CH:22]2[CH2:24][CH2:23]2)=[O:21])=[N:14][CH:13]=1. The catalyst class is: 10. (8) Reactant: CC1(C)C(C)(C)OB([C:9]2[CH:17]=[C:16]([C:18]([F:21])([F:20])[F:19])[CH:15]=[C:14]3[C:10]=2[CH:11]=[N:12][NH:13]3)O1.Br[C:24]1[CH:25]=[CH:26][C:27]([NH:31][S:32]([CH3:35])(=[O:34])=[O:33])=[N:28][C:29]=1[CH3:30].[C:36]([O-:39])(O)=[O:37].[Na+]. Product: [C:36]([OH:39])([C:18]([F:21])([F:20])[F:19])=[O:37].[CH3:30][C:29]1[N:28]=[C:27]([NH:31][S:32]([CH3:35])(=[O:34])=[O:33])[CH:26]=[CH:25][C:24]=1[C:9]1[CH:17]=[C:16]([C:18]([F:19])([F:20])[F:21])[CH:15]=[C:14]2[C:10]=1[CH:11]=[N:12][NH:13]2. The catalyst class is: 75. (9) Reactant: [Br:1]N1C(=O)CCC1=O.[CH3:9][O:10][C:11]1[CH:31]=[CH:30][C:14]([CH2:15][N:16]2[C:21]3[S:22][CH:23]=[C:24]([CH3:25])[C:20]=3[C:19]3=[N:26][CH:27]=[N:28][N:18]3[C:17]2=[O:29])=[CH:13][CH:12]=1. Product: [Br:1][C:23]1[S:22][C:21]2[N:16]([CH2:15][C:14]3[CH:13]=[CH:12][C:11]([O:10][CH3:9])=[CH:31][CH:30]=3)[C:17](=[O:29])[N:18]3[N:28]=[CH:27][N:26]=[C:19]3[C:20]=2[C:24]=1[CH3:25]. The catalyst class is: 10. (10) Reactant: Cl.[CH3:2][NH:3][C:4]1[CH:5]=[CH:6][CH:7]=[C:8]2[C:12]=1[NH:11][C:10]([C:13]1[S:14][CH:15]=[CH:16][N:17]=1)=[CH:9]2.C(N(CC)CC)C.[N:25]1([C:30](Cl)=[O:31])[CH2:29][CH2:28][CH2:27][CH2:26]1.C(=O)([O-])O.[Na+]. Product: [CH3:2][N:3]([C:4]1[CH:5]=[CH:6][CH:7]=[C:8]2[C:12]=1[NH:11][C:10]([C:13]1[S:14][CH:15]=[CH:16][N:17]=1)=[CH:9]2)[C:30]([N:25]1[CH2:29][CH2:28][CH2:27][CH2:26]1)=[O:31]. The catalyst class is: 7.